Dataset: Catalyst prediction with 721,799 reactions and 888 catalyst types from USPTO. Task: Predict which catalyst facilitates the given reaction. (1) Reactant: C[O:2][C:3]([C@@H:5]1[NH:10][C:9](=O)[CH2:8][N:7]2[CH2:12][CH2:13][CH2:14][C@@H:6]12)=O.[H-].[Al+3].[Li+].[H-].[H-].[H-].O.[OH-].[Na+]. Product: [C@@H:5]1([CH2:3][OH:2])[NH:10][CH2:9][CH2:8][N:7]2[CH2:12][CH2:13][CH2:14][C@@H:6]12. The catalyst class is: 1. (2) The catalyst class is: 3. Product: [O:40]=[S:2]1(=[O:1])[CH2:7][CH2:6][N:5]([CH2:8][C:9]2[CH:10]=[CH:11][C:12]([NH:15][C:16]([C:17]3[CH:18]=[CH:19][C:20]([C:23]4[CH:24]=[CH:25][C:26]([C:29]5[NH:33][C:32]([C@@H:34]6[CH2:38][CH2:37][CH2:36][N:35]6[C:83](=[O:84])[C@H:82]([NH:81][C:79](=[O:80])[O:78][C:74]([CH3:75])([CH3:77])[CH3:76])[C:86]6[CH:91]=[CH:90][CH:89]=[CH:88][CH:87]=6)=[N:31][CH:30]=5)=[CH:27][CH:28]=4)=[CH:21][CH:22]=3)=[O:39])=[CH:13][CH:14]=2)[CH2:4][CH2:3]1. Reactant: [O:1]=[S:2]1(=[O:40])[CH2:7][CH2:6][N:5]([CH2:8][C:9]2[CH:14]=[CH:13][C:12]([NH:15][C:16](=[O:39])[C:17]3[CH:22]=[CH:21][C:20]([C:23]4[CH:28]=[CH:27][C:26]([C:29]5[NH:33][C:32]([C@@H:34]6[CH2:38][CH2:37][CH2:36][NH:35]6)=[N:31][CH:30]=5)=[CH:25][CH:24]=4)=[CH:19][CH:18]=3)=[CH:11][CH:10]=2)[CH2:4][CH2:3]1.CN(C(ON1N=NC2C=CC=NC1=2)=[N+](C)C)C.F[P-](F)(F)(F)(F)F.CCN(C(C)C)C(C)C.[C:74]([O:78][C:79]([NH:81][C@H:82]([C:86]1[CH:91]=[CH:90][CH:89]=[CH:88][CH:87]=1)[C:83](O)=[O:84])=[O:80])([CH3:77])([CH3:76])[CH3:75]. (3) Reactant: [C:1]1(=[O:6])[CH2:5][CH2:4][CH:3]=[CH:2]1.[C:7]([NH2:17])([O:9][CH2:10][C:11]1[CH:16]=[CH:15][CH:14]=[CH:13][CH:12]=1)=[O:8]. Product: [O:6]=[C:1]1[CH2:5][CH2:4][CH:3]([NH:17][C:7](=[O:8])[O:9][CH2:10][C:11]2[CH:12]=[CH:13][CH:14]=[CH:15][CH:16]=2)[CH2:2]1. The catalyst class is: 2. (4) Reactant: [H-].[Na+].[CH:3]1([S:6]([NH2:9])(=[O:8])=[O:7])[CH2:5][CH2:4]1.[CH3:10][S:11]([C:14]1[CH:19]=[CH:18][C:17]([C:20]2[CH:25]=[CH:24][CH:23]=[C:22]([CH:26]3[C:35]([CH3:37])([CH3:36])[CH2:34][C:33]4[C:28](=[CH:29][CH:30]=[C:31]([C:38](O)=[O:39])[CH:32]=4)[NH:27]3)[CH:21]=2)=[CH:16][CH:15]=1)(=[O:13])=[O:12].C(N1C=CN=C1)(N1C=CN=C1)=O. Product: [CH3:10][S:11]([C:14]1[CH:15]=[CH:16][C:17]([C:20]2[CH:25]=[CH:24][CH:23]=[C:22]([CH:26]3[C:35]([CH3:37])([CH3:36])[CH2:34][C:33]4[C:28](=[CH:29][CH:30]=[C:31]([C:38]([NH:9][S:6]([CH:3]5[CH2:5][CH2:4]5)(=[O:8])=[O:7])=[O:39])[CH:32]=4)[NH:27]3)[CH:21]=2)=[CH:18][CH:19]=1)(=[O:13])=[O:12]. The catalyst class is: 9.